This data is from Catalyst prediction with 721,799 reactions and 888 catalyst types from USPTO. The task is: Predict which catalyst facilitates the given reaction. (1) Reactant: C(OC([N:8]1[CH2:13][CH2:12][CH2:11][CH:10]([O:14][C:15]2[CH:16]=[N:17][CH:18]=[CH:19][CH:20]=2)[CH2:9]1)=O)(C)(C)C.C(O)(C(F)(F)F)=O. Product: [NH:17]1[CH2:18][CH2:19][CH2:20][CH:15]([O:14][C:10]2[CH:9]=[N:8][CH:13]=[CH:12][CH:11]=2)[CH2:16]1. The catalyst class is: 2. (2) Reactant: [OH:1][C:2]1[CH:3]=[C:4]([CH:7]=[CH:8][C:9]=1[OH:10])[CH:5]=[O:6].[CH2:11](Br)[C:12]1[CH:17]=[CH:16][CH:15]=[CH:14][CH:13]=1.C([O-])([O-])=O.[K+].[K+]. Product: [CH2:11]([O:10][C:9]1[CH:8]=[CH:7][C:4]([CH:5]=[O:6])=[CH:3][C:2]=1[OH:1])[C:12]1[CH:17]=[CH:16][CH:15]=[CH:14][CH:13]=1. The catalyst class is: 21. (3) Reactant: [CH2:1]([OH:6])[CH2:2][CH2:3][C:4]#[CH:5].N1C=CN=C1.[Si:12](Cl)([C:15]([CH3:18])([CH3:17])[CH3:16])([CH3:14])[CH3:13]. Product: [C:15]([Si:12]([CH3:14])([CH3:13])[O:6][CH2:1][CH2:2][CH2:3][C:4]#[CH:5])([CH3:18])([CH3:17])[CH3:16]. The catalyst class is: 3. (4) Reactant: [CH2:1]([C:3]([C:23]1[CH:36]=[CH:35][C:26]([O:27][CH2:28][C@H:29]2[O:33][C:32](=[O:34])[CH2:31][CH2:30]2)=[C:25]([CH3:37])[CH:24]=1)([C:6]1[CH:11]=[CH:10][C:9](/[CH:12]=[CH:13]/[C:14]([CH2:18][CH3:19])([OH:17])[CH2:15][CH3:16])=[C:8]([CH2:20][CH2:21][CH3:22])[CH:7]=1)[CH2:4][CH3:5])[CH3:2].C1C[O:41]CC1. Product: [CH2:4]([C:3]([C:23]1[CH:36]=[CH:35][C:26]([O:27][CH2:28][C@@H:29]([OH:41])[CH2:30][CH2:31][C:32]([OH:33])=[O:34])=[C:25]([CH3:37])[CH:24]=1)([C:6]1[CH:11]=[CH:10][C:9](/[CH:12]=[CH:13]/[C:14]([CH2:18][CH3:19])([OH:17])[CH2:15][CH3:16])=[C:8]([CH2:20][CH2:21][CH3:22])[CH:7]=1)[CH2:1][CH3:2])[CH3:5]. The catalyst class is: 273. (5) Reactant: [CH2:1]([O:5][CH2:6][CH2:7][O:8][C:9]1[CH:14]=[CH:13][C:12]([C:15]2[CH:20]=[CH:19][C:18]([O:21][CH2:22][CH2:23]CCC(OCC)=O)=[C:17]([CH:31]=O)[CH:16]=2)=[CH:11][CH:10]=1)[CH2:2][CH2:3][CH3:4].[O-][CH2:34][CH3:35].[Na+].O.[C:38](=[O:45])([O:42][CH2:43][CH3:44])OCC. Product: [CH2:1]([O:5][CH2:6][CH2:7][O:8][C:9]1[CH:14]=[CH:13][C:12]([C:15]2[CH:20]=[CH:19][C:18]3[O:21][CH2:22][CH2:23][CH:35]([C:38]([O:42][CH2:43][CH3:44])=[O:45])[CH:34]=[CH:31][C:17]=3[CH:16]=2)=[CH:11][CH:10]=1)[CH2:2][CH2:3][CH3:4]. The catalyst class is: 8. (6) Reactant: [C:1]([C:3]1[C:7]([NH:8][S:9]([CH3:12])(=[O:11])=[O:10])=[C:6]([N:13]=CN(C)C)[N:5]([C:18]2[C:23]([Cl:24])=[CH:22][C:21]([C:25]([F:28])([F:27])[F:26])=[CH:20][C:19]=2[Cl:29])[N:4]=1)#[N:2].[H-].[Na+].ClC(Cl)(Cl)S(O[CH2:38][C:39]([F:42])([F:41])[F:40])(=O)=O.ClCCl. Product: [NH2:13][C:6]1[N:5]([C:18]2[C:19]([Cl:29])=[CH:20][C:21]([C:25]([F:26])([F:27])[F:28])=[CH:22][C:23]=2[Cl:24])[N:4]=[C:3]([C:1]#[N:2])[C:7]=1[N:8]([CH2:38][C:39]([F:42])([F:41])[F:40])[S:9]([CH3:12])(=[O:10])=[O:11]. The catalyst class is: 60. (7) The catalyst class is: 7. Product: [NH2:8][C:6]1[CH:5]=[CH:4][C:3]([CH:11]([C:13]2[CH:18]=[CH:17][CH:16]=[CH:15][N:14]=2)[OH:12])=[C:2]([Cl:1])[CH:7]=1. Reactant: [Cl:1][C:2]1[CH:7]=[C:6]([N+:8]([O-])=O)[CH:5]=[CH:4][C:3]=1[CH:11]([C:13]1[CH:18]=[CH:17][CH:16]=[CH:15][N:14]=1)[OH:12].C(O)C.O.[SH-].[Na+]. (8) Reactant: C([Li])CCC.CCCCCC.[CH3:12][S:13]([C:16]1[N:17]=[CH:18][N:19]2[CH:23]=[CH:22][S:21][C:20]=12)(=[O:15])=[O:14].[CH2:24]([Sn:28](Cl)([CH2:33][CH2:34][CH2:35][CH3:36])[CH2:29][CH2:30][CH2:31][CH3:32])[CH2:25][CH2:26][CH3:27].[Cl-].[NH4+]. Product: [CH3:12][S:13]([C:16]1[N:17]=[CH:18][N:19]2[C:23]([Sn:28]([CH2:29][CH2:30][CH2:31][CH3:32])([CH2:33][CH2:34][CH2:35][CH3:36])[CH2:24][CH2:25][CH2:26][CH3:27])=[CH:22][S:21][C:20]=12)(=[O:14])=[O:15]. The catalyst class is: 56. (9) Reactant: [Cl:1][C:2]1[CH:7]=[CH:6][C:5]([F:8])=[CH:4][C:3]=1[CH:9]1[CH2:14][CH2:13][N:12]([C:15]([C:17]2[C:25]3[CH2:24][CH2:23][N:22](C(OC(C)(C)C)=O)[CH2:21][C:20]=3[NH:19][N:18]=2)=[O:16])[CH2:11][CH2:10]1.Cl. Product: [ClH:1].[Cl:1][C:2]1[CH:7]=[CH:6][C:5]([F:8])=[CH:4][C:3]=1[CH:9]1[CH2:14][CH2:13][N:12]([C:15]([C:17]2[C:25]3[CH2:24][CH2:23][NH:22][CH2:21][C:20]=3[NH:19][N:18]=2)=[O:16])[CH2:11][CH2:10]1. The catalyst class is: 2.